The task is: Predict the product of the given reaction.. This data is from Forward reaction prediction with 1.9M reactions from USPTO patents (1976-2016). (1) Given the reactants C(O[C:4]1([O:14]CC)[NH:8][C:7](=[O:9])[C:6]2=[CH:10][CH:11]=[CH:12][CH:13]=[C:5]12)C.Cl.[C:18](OCC)(=[O:20])[CH3:19], predict the reaction product. The product is: [O:14]=[C:4]1[C:5]2[C:6](=[CH:10][CH:11]=[CH:12][CH:13]=2)[C:7](=[O:9])[N:8]1[CH2:19][CH:18]=[O:20]. (2) Given the reactants Br[C:2]1[CH:7]=[CH:6][CH:5]=[C:4]([CH3:8])[CH:3]=1.[Li]CCCC.[CH:14]12[O:20][CH:19]1[CH2:18][CH2:17][CH2:16][CH2:15]2.B(F)(F)F.CCOCC.[Cl-].[NH4+], predict the reaction product. The product is: [C:4]1([CH3:8])[CH:5]=[CH:6][CH:7]=[CH:2][C:3]=1[CH:18]1[CH2:17][CH2:16][CH2:15][CH2:14][CH:19]1[OH:20]. (3) The product is: [C:1]([C:3]1[C:4](=[O:5])[NH:6][C:19]([CH:20]([CH3:22])[CH3:21])=[C:13]([C:14]([O:16][CH2:17][CH3:18])=[O:15])[CH:12]=1)#[N:2]. Given the reactants [C:1]([CH2:3][C:4]([NH2:6])=[O:5])#[N:2].[H-].[Na+].CN([CH:12]=[C:13]([C:19](=O)[CH:20]([CH3:22])[CH3:21])[C:14]([O:16][CH2:17][CH3:18])=[O:15])C.Cl, predict the reaction product. (4) Given the reactants [C:1]([NH:9][C:10]1[CH:18]=[CH:17][C:13]([C:14](O)=O)=[CH:12][CH:11]=1)(=[O:8])[C:2]1[CH:7]=[CH:6][CH:5]=[CH:4][CH:3]=1.C1C=CC2N(O)N=NC=2C=1.CCN=C=NCCCN(C)C.[N:40]1[CH:45]=[CH:44][CH:43]=[C:42]([NH2:46])[C:41]=1[NH2:47].CCN(C(C)C)C(C)C, predict the reaction product. The product is: [N:46]1[C:42]2[C:41](=[N:40][CH:45]=[CH:44][CH:43]=2)[NH:47][C:14]=1[C:13]1[CH:17]=[CH:18][C:10]([NH:9][C:1](=[O:8])[C:2]2[CH:7]=[CH:6][CH:5]=[CH:4][CH:3]=2)=[CH:11][CH:12]=1. (5) Given the reactants [CH2:1]1[CH2:6][CH2:5][C:4]([CH2:11][NH2:12])([CH2:7][C:8]([OH:10])=[O:9])[CH2:3][CH2:2]1.C(=O)(O)[O-].[Na+].[C:18]([O:23][CH:24]([O:26][C:27](OC1CC(=O)NC1=O)=[O:28])[CH3:25])(=[O:22])[CH:19]([CH3:21])[CH3:20], predict the reaction product. The product is: [C:18]([O:23][CH:24]([O:26][C:27]([NH:12][CH2:11][C:4]1([CH2:7][C:8]([OH:10])=[O:9])[CH2:3][CH2:2][CH2:1][CH2:6][CH2:5]1)=[O:28])[CH3:25])(=[O:22])[CH:19]([CH3:21])[CH3:20].